Dataset: Full USPTO retrosynthesis dataset with 1.9M reactions from patents (1976-2016). Task: Predict the reactants needed to synthesize the given product. (1) Given the product [CH3:1][O:2][C:3](=[O:15])[C:4]1[CH:9]=[C:8]([C:10]([F:12])([F:13])[F:11])[CH:7]=[C:6]([S:14][CH2:26][CH2:27][CH2:28][C:29]([O:31][C:32]([CH3:35])([CH3:34])[CH3:33])=[O:30])[CH:5]=1, predict the reactants needed to synthesize it. The reactants are: [CH3:1][O:2][C:3](=[O:15])[C:4]1[CH:9]=[C:8]([C:10]([F:13])([F:12])[F:11])[CH:7]=[C:6]([SH:14])[CH:5]=1.C(N(CC)C(C)C)(C)C.Br[CH2:26][CH2:27][CH2:28][C:29]([O:31][C:32]([CH3:35])([CH3:34])[CH3:33])=[O:30].C(OCC)(=O)C. (2) Given the product [CH3:21][O:20][C:18]1[CH:17]=[C:15]([CH:14]=[C:13]([O:12][CH3:11])[CH:19]=1)[N:16]=[CH:9][C:6]1[CH:5]=[N:4][C:3]([O:2][CH3:1])=[CH:8][N:7]=1, predict the reactants needed to synthesize it. The reactants are: [CH3:1][O:2][C:3]1[N:4]=[CH:5][C:6]([CH:9]=O)=[N:7][CH:8]=1.[CH3:11][O:12][C:13]1[CH:14]=[C:15]([CH:17]=[C:18]([O:20][CH3:21])[CH:19]=1)[NH2:16].